From a dataset of Reaction yield outcomes from USPTO patents with 853,638 reactions. Predict the reaction yield, written as a fraction of the theoretical maximum amount of product (1.0 means a 100% yield; for example, 0.34 means a 34% yield). The reactants are [F:1][C:2]1[CH:23]=[C:22]([CH3:24])[C:5]([CH2:6][NH:7][C:8]2[C:9]3[N:10]([C:15](C(O)=O)=[C:16]([CH3:18])[N:17]=3)[CH:11]=[C:12]([CH3:14])[CH:13]=2)=[C:4]([CH3:25])[CH:3]=1.C1(OC2C=CC=CC=2)C=CC=CC=1.[Cl-]. The catalyst is C(OCC)C. The product is [CH3:18][C:16]1[N:17]=[C:9]2[C:8]([NH:7][CH2:6][C:5]3[C:4]([CH3:25])=[CH:3][C:2]([F:1])=[CH:23][C:22]=3[CH3:24])=[CH:13][C:12]([CH3:14])=[CH:11][N:10]2[CH:15]=1. The yield is 0.500.